From a dataset of Forward reaction prediction with 1.9M reactions from USPTO patents (1976-2016). Predict the product of the given reaction. (1) Given the reactants [CH3:1][O:2][C:3](=[O:28])[C:4]1[C:9]([NH:10][CH:11]([CH2:15][CH3:16])[C:12](=O)[CH3:13])=[CH:8][C:7]([CH3:17])=[N:6][C:5]=1[O:18][C:19]1[C:24]([CH3:25])=[CH:23][C:22]([Cl:26])=[CH:21][C:20]=1[CH3:27].[CH3:29][NH2:30], predict the reaction product. The product is: [CH3:1][O:2][C:3](=[O:28])[C:4]1[C:9]([NH:10][C@@H:11]([CH2:15][CH3:16])[C@H:12]([NH:30][CH3:29])[CH3:13])=[CH:8][C:7]([CH3:17])=[N:6][C:5]=1[O:18][C:19]1[C:24]([CH3:25])=[CH:23][C:22]([Cl:26])=[CH:21][C:20]=1[CH3:27]. (2) Given the reactants [NH2:1][C:2]1[CH:7]=[CH:6][C:5]([CH:8]([C:15]#[C:16][CH3:17])[CH2:9][C:10]([O:12][CH2:13][CH3:14])=[O:11])=[CH:4][CH:3]=1.C(N1CCOCC1)C.C1C=C2N=NN(O)C2=CC=1.O.CCN=C=NCCCN(C)C.[CH:48]([C:51]1[CH:52]=[C:53]([CH:60]=[CH:61][CH:62]=1)[O:54][CH:55]([CH3:59])[C:56](O)=[O:57])([CH3:50])[CH3:49], predict the reaction product. The product is: [CH:48]([C:51]1[CH:52]=[C:53]([CH:60]=[CH:61][CH:62]=1)[O:54][CH:55]([CH3:59])[C:56]([NH:1][C:2]1[CH:3]=[CH:4][C:5]([CH:8]([C:15]#[C:16][CH3:17])[CH2:9][C:10]([O:12][CH2:13][CH3:14])=[O:11])=[CH:6][CH:7]=1)=[O:57])([CH3:49])[CH3:50]. (3) Given the reactants C[Si](C)(C)[C:3]1[CH:8]=[CH:7][C:6]([NH:9][C:10]2[C:14]3[CH:15]=[N:16][CH:17]=[CH:18][C:13]=3[O:12][C:11]=2[C:19]([O:21][CH2:22][CH3:23])=[O:20])=[C:5]([F:24])[CH:4]=1.[I:27]Cl, predict the reaction product. The product is: [F:24][C:5]1[CH:4]=[C:3]([I:27])[CH:8]=[CH:7][C:6]=1[NH:9][C:10]1[C:14]2[CH:15]=[N:16][CH:17]=[CH:18][C:13]=2[O:12][C:11]=1[C:19]([O:21][CH2:22][CH3:23])=[O:20]. (4) Given the reactants [Cl:1][C:2]1[C:7]2[S:8][C:9]([C:11]3[C:16]([N+:17]([O-])=O)=[CH:15][CH:14]=[CH:13][C:12]=3[Cl:20])=[N:10][C:6]=2[CH:5]=[CH:4][N:3]=1, predict the reaction product. The product is: [Cl:20][C:12]1[C:11]([C:9]2[S:8][C:7]3[C:2]([Cl:1])=[N:3][CH:4]=[CH:5][C:6]=3[N:10]=2)=[C:16]([NH2:17])[CH:15]=[CH:14][CH:13]=1. (5) Given the reactants [CH2:1]([NH:4][C:5]1[CH:9]=[C:8]([C:10]2[CH:15]=[CH:14][N:13]=[CH:12][CH:11]=2)[S:7][C:6]=1[C:16]([O:18]C)=[O:17])[CH2:2][CH3:3].C[O-].[Na+].CO.Cl, predict the reaction product. The product is: [CH2:1]([NH:4][C:5]1[CH:9]=[C:8]([C:10]2[CH:15]=[CH:14][N:13]=[CH:12][CH:11]=2)[S:7][C:6]=1[C:16]([OH:18])=[O:17])[CH2:2][CH3:3]. (6) Given the reactants [CH2:1]([O:3][C:4]([CH:6]1[CH2:11][CH2:10][CH:9]([O:12][Si:13]([C:26]([CH3:29])([CH3:28])[CH3:27])([C:20]2[CH:25]=[CH:24][CH:23]=[CH:22][CH:21]=2)[C:14]2[CH:19]=[CH:18][CH:17]=[CH:16][CH:15]=2)[CH2:8][CH2:7]1)=[O:5])[CH3:2].[CH:30]([N-:33]C(C)C)(C)[CH3:31].[Li+].CCCCCCC.C1COCC1.C(C1C=CC=CC=1)C.BrCC#N.Cl, predict the reaction product. The product is: [CH2:1]([O:3][C:4]([C:6]1([CH2:31][C:30]#[N:33])[CH2:11][CH2:10][CH:9]([O:12][Si:13]([C:26]([CH3:28])([CH3:27])[CH3:29])([C:14]2[CH:19]=[CH:18][CH:17]=[CH:16][CH:15]=2)[C:20]2[CH:21]=[CH:22][CH:23]=[CH:24][CH:25]=2)[CH2:8][CH2:7]1)=[O:5])[CH3:2].